This data is from NCI-60 drug combinations with 297,098 pairs across 59 cell lines. The task is: Regression. Given two drug SMILES strings and cell line genomic features, predict the synergy score measuring deviation from expected non-interaction effect. (1) Drug 1: C1CC(C1)(C(=O)O)C(=O)O.[NH2-].[NH2-].[Pt+2]. Drug 2: CC1CCC2CC(C(=CC=CC=CC(CC(C(=O)C(C(C(=CC(C(=O)CC(OC(=O)C3CCCCN3C(=O)C(=O)C1(O2)O)C(C)CC4CCC(C(C4)OC)OP(=O)(C)C)C)C)O)OC)C)C)C)OC. Cell line: HT29. Synergy scores: CSS=33.5, Synergy_ZIP=4.61, Synergy_Bliss=8.43, Synergy_Loewe=10.7, Synergy_HSA=11.6. (2) Drug 2: CCCCC(=O)OCC(=O)C1(CC(C2=C(C1)C(=C3C(=C2O)C(=O)C4=C(C3=O)C=CC=C4OC)O)OC5CC(C(C(O5)C)O)NC(=O)C(F)(F)F)O. Synergy scores: CSS=37.2, Synergy_ZIP=-2.63, Synergy_Bliss=-5.38, Synergy_Loewe=-7.00, Synergy_HSA=-6.00. Cell line: RPMI-8226. Drug 1: CC1=C2C(C(=O)C3(C(CC4C(C3C(C(C2(C)C)(CC1OC(=O)C(C(C5=CC=CC=C5)NC(=O)C6=CC=CC=C6)O)O)OC(=O)C7=CC=CC=C7)(CO4)OC(=O)C)O)C)OC(=O)C. (3) Synergy scores: CSS=30.8, Synergy_ZIP=-14.8, Synergy_Bliss=-13.4, Synergy_Loewe=-1.93, Synergy_HSA=-0.213. Drug 2: C1C(C(OC1N2C=C(C(=O)NC2=O)F)CO)O. Cell line: HOP-92. Drug 1: C1=C(C(=O)NC(=O)N1)F. (4) Drug 1: C1CCN(CC1)CCOC2=CC=C(C=C2)C(=O)C3=C(SC4=C3C=CC(=C4)O)C5=CC=C(C=C5)O. Drug 2: CN1CCC(CC1)COC2=C(C=C3C(=C2)N=CN=C3NC4=C(C=C(C=C4)Br)F)OC. Cell line: 786-0. Synergy scores: CSS=3.45, Synergy_ZIP=-1.17, Synergy_Bliss=3.14, Synergy_Loewe=-0.759, Synergy_HSA=2.11. (5) Drug 1: C1=NC2=C(N=C(N=C2N1C3C(C(C(O3)CO)O)F)Cl)N. Drug 2: C(CN)CNCCSP(=O)(O)O. Cell line: MDA-MB-231. Synergy scores: CSS=18.9, Synergy_ZIP=-4.61, Synergy_Bliss=3.86, Synergy_Loewe=-16.9, Synergy_HSA=4.60. (6) Drug 1: CCCS(=O)(=O)NC1=C(C(=C(C=C1)F)C(=O)C2=CNC3=C2C=C(C=N3)C4=CC=C(C=C4)Cl)F. Drug 2: CC1CCC2CC(C(=CC=CC=CC(CC(C(=O)C(C(C(=CC(C(=O)CC(OC(=O)C3CCCCN3C(=O)C(=O)C1(O2)O)C(C)CC4CCC(C(C4)OC)O)C)C)O)OC)C)C)C)OC. Cell line: KM12. Synergy scores: CSS=25.0, Synergy_ZIP=18.3, Synergy_Bliss=18.0, Synergy_Loewe=9.34, Synergy_HSA=15.0. (7) Synergy scores: CSS=12.0, Synergy_ZIP=-5.58, Synergy_Bliss=-0.414, Synergy_Loewe=-16.7, Synergy_HSA=-0.396. Cell line: HT29. Drug 1: CC1CCC2CC(C(=CC=CC=CC(CC(C(=O)C(C(C(=CC(C(=O)CC(OC(=O)C3CCCCN3C(=O)C(=O)C1(O2)O)C(C)CC4CCC(C(C4)OC)OCCO)C)C)O)OC)C)C)C)OC. Drug 2: C1CC(=O)NC(=O)C1N2C(=O)C3=CC=CC=C3C2=O. (8) Drug 1: COC1=NC(=NC2=C1N=CN2C3C(C(C(O3)CO)O)O)N. Drug 2: C(CC(=O)O)C(=O)CN.Cl. Cell line: HOP-62. Synergy scores: CSS=13.0, Synergy_ZIP=-5.38, Synergy_Bliss=-7.31, Synergy_Loewe=-10.0, Synergy_HSA=-9.54.